This data is from Catalyst prediction with 721,799 reactions and 888 catalyst types from USPTO. The task is: Predict which catalyst facilitates the given reaction. (1) Reactant: [CH2:1]([O:8][C:9](=[O:43])[NH:10][C:11]1[N:16]=[C:15]([CH2:17][OH:18])[C:14]2[C:19]([O:41][CH3:42])=[N:20][N:21]([C:22]([C:35]3[CH:40]=[CH:39][CH:38]=[CH:37][CH:36]=3)([C:29]3[CH:34]=[CH:33][CH:32]=[CH:31][CH:30]=3)[C:23]3[CH:28]=[CH:27][CH:26]=[CH:25][CH:24]=3)[C:13]=2[CH:12]=1)[C:2]1[CH:7]=[CH:6][CH:5]=[CH:4][CH:3]=1.N1C=CN=C1.CN(C=O)C.[C:54]([Si:58]([CH3:61])([CH3:60])Cl)([CH3:57])([CH3:56])[CH3:55]. Product: [CH2:1]([O:8][C:9](=[O:43])[NH:10][C:11]1[N:16]=[C:15]([CH2:17][O:18][Si:58]([C:54]([CH3:57])([CH3:56])[CH3:55])([CH3:61])[CH3:60])[C:14]2[C:19]([O:41][CH3:42])=[N:20][N:21]([C:22]([C:29]3[CH:30]=[CH:31][CH:32]=[CH:33][CH:34]=3)([C:23]3[CH:28]=[CH:27][CH:26]=[CH:25][CH:24]=3)[C:35]3[CH:36]=[CH:37][CH:38]=[CH:39][CH:40]=3)[C:13]=2[CH:12]=1)[C:2]1[CH:7]=[CH:6][CH:5]=[CH:4][CH:3]=1. The catalyst class is: 13. (2) Reactant: C[N:2]1[CH:7]=[C:6]([N+]([O-])=O)[CH:5]=[C:4]([N+:11]([O-:13])=[O:12])[C:3]1=O.[C:15]1(=O)[CH2:20]CCC[CH2:16]1.N. Product: [N+:11]([C:4]1[CH:5]=[C:6]2[CH2:20][CH2:15][CH2:16][C:7]2=[N:2][CH:3]=1)([O-:13])=[O:12]. The catalyst class is: 5. (3) Reactant: [CH3:1][C:2]1[C:7]([C:8]#[N:9])=[CH:6][N:5]=[CH:4][CH:3]=1.[Li+].C[Si]([N-][Si](C)(C)C)(C)C.[CH:20](=[O:27])[C:21]1[CH:26]=[CH:25][CH:24]=[CH:23][CH:22]=1.[Cl-].[NH4+]. Product: [OH:27][CH:20]([C:21]1[CH:26]=[CH:25][CH:24]=[CH:23][CH:22]=1)[CH2:1][C:2]1[C:7]([C:8]#[N:9])=[CH:6][N:5]=[CH:4][CH:3]=1. The catalyst class is: 90. (4) Reactant: C(N(CC)CC)C.[F:8][C:9]1[CH:10]=[C:11]2[C:15](=[CH:16][CH:17]=1)[N:14](C(OC(C)(C)C)=O)[CH:13]=[C:12]2[CH:25]=[O:26].[CH3:27][O:28][C:29]1[CH:30]=[C:31]([CH2:43][OH:44])[CH:32]=[C:33]([N:35]=[CH:36][C:37]2[CH:38]=[N:39][CH:40]=[CH:41][CH:42]=2)[CH:34]=1. Product: [F:8][C:9]1[CH:10]=[C:11]2[C:15](=[CH:16][CH:17]=1)[NH:14][CH:13]=[C:12]2[C:25](=[O:26])[CH:36]([NH:35][C:33]1[CH:34]=[C:29]([O:28][CH3:27])[CH:30]=[C:31]([CH2:43][OH:44])[CH:32]=1)[C:37]1[CH:38]=[N:39][CH:40]=[CH:41][CH:42]=1. The catalyst class is: 433.